This data is from NCI-60 drug combinations with 297,098 pairs across 59 cell lines. The task is: Regression. Given two drug SMILES strings and cell line genomic features, predict the synergy score measuring deviation from expected non-interaction effect. (1) Drug 1: CC1=CC2C(CCC3(C2CCC3(C(=O)C)OC(=O)C)C)C4(C1=CC(=O)CC4)C. Drug 2: C1CN(CCN1C(=O)CCBr)C(=O)CCBr. Cell line: UO-31. Synergy scores: CSS=4.28, Synergy_ZIP=-2.01, Synergy_Bliss=-2.23, Synergy_Loewe=-3.61, Synergy_HSA=-1.43. (2) Drug 1: CCC1=CC2CC(C3=C(CN(C2)C1)C4=CC=CC=C4N3)(C5=C(C=C6C(=C5)C78CCN9C7C(C=CC9)(C(C(C8N6C)(C(=O)OC)O)OC(=O)C)CC)OC)C(=O)OC.C(C(C(=O)O)O)(C(=O)O)O. Drug 2: COCCOC1=C(C=C2C(=C1)C(=NC=N2)NC3=CC=CC(=C3)C#C)OCCOC.Cl. Cell line: HL-60(TB). Synergy scores: CSS=37.0, Synergy_ZIP=1.43, Synergy_Bliss=3.61, Synergy_Loewe=-33.6, Synergy_HSA=4.43. (3) Drug 1: C(=O)(N)NO. Drug 2: CC1CCC2CC(C(=CC=CC=CC(CC(C(=O)C(C(C(=CC(C(=O)CC(OC(=O)C3CCCCN3C(=O)C(=O)C1(O2)O)C(C)CC4CCC(C(C4)OC)O)C)C)O)OC)C)C)C)OC. Cell line: MCF7. Synergy scores: CSS=0.431, Synergy_ZIP=0.305, Synergy_Bliss=0.889, Synergy_Loewe=0.197, Synergy_HSA=-0.491.